This data is from Full USPTO retrosynthesis dataset with 1.9M reactions from patents (1976-2016). The task is: Predict the reactants needed to synthesize the given product. Given the product [CH:1]([C:4]1[O:5][CH:6]=[C:7]([C:9]2[CH:10]=[C:11]([CH:12]=[CH:13][CH:14]=2)[NH2:15])[N:8]=1)([CH3:3])[CH3:2], predict the reactants needed to synthesize it. The reactants are: [CH:1]([C:4]1[O:5][CH:6]=[C:7]([C:9]2[CH:14]=[CH:13][CH:12]=[C:11]([N+:15]([O-])=O)[CH:10]=2)[N:8]=1)([CH3:3])[CH3:2].[Cl-].[NH4+].